Dataset: Catalyst prediction with 721,799 reactions and 888 catalyst types from USPTO. Task: Predict which catalyst facilitates the given reaction. (1) Reactant: [N:1]1[C:10]2[C@@H:9]([NH2:11])[CH2:8][CH2:7][CH2:6][C:5]=2[CH:4]=[CH:3][CH:2]=1.[CH3:12][C:13]([CH3:15])=O.C(OC)(OC)OC.[BH4-].[Na+].C([O-])(O)=O.[Na+]. Product: [CH3:12][CH:13]([NH:11][C@@H:9]1[C:10]2[N:1]=[CH:2][CH:3]=[CH:4][C:5]=2[CH2:6][CH2:7][CH2:8]1)[CH3:15]. The catalyst class is: 513. (2) Reactant: [CH3:1][C:2]1[O:3][C:4]([CH2:7][C:8]2[CH:13]=[CH:12][C:11](/[CH:14]=[CH:15]/[N+:16]([O-:18])=[O:17])=[CH:10][CH:9]=2)=[CH:5][CH:6]=1.C(O)(=O)C.CS(C)=O.[BH4-].[Na+]. Product: [CH3:1][C:2]1[O:3][C:4]([CH2:7][C:8]2[CH:13]=[CH:12][C:11]([CH2:14][CH2:15][N+:16]([O-:18])=[O:17])=[CH:10][CH:9]=2)=[CH:5][CH:6]=1. The catalyst class is: 6. (3) Reactant: CS(Cl)(=O)=O.[Cl:6][C:7]1[C:8]([C:13]2[N:17]([CH2:18][C:19]([F:22])([F:21])[F:20])[N:16]=[CH:15][C:14]=2[C:23]([OH:25])=O)=[N:9][CH:10]=[CH:11][CH:12]=1.[NH2:26][C:27]1[C:35]([CH3:36])=[CH:34][C:33](/[CH:37]=[N:38]/[O:39][CH3:40])=[CH:32][C:28]=1[C:29](O)=[O:30].C([O-])([O-])=O.[K+].[K+]. Product: [Cl:6][C:7]1[C:8]([C:13]2[N:17]([CH2:18][C:19]([F:20])([F:21])[F:22])[N:16]=[CH:15][C:14]=2[C:23]2[O:25][C:29](=[O:30])[C:28]3[CH:32]=[C:33](/[CH:37]=[N:38]/[O:39][CH3:40])[CH:34]=[C:35]([CH3:36])[C:27]=3[N:26]=2)=[N:9][CH:10]=[CH:11][CH:12]=1. The catalyst class is: 556. (4) Reactant: [CH:1]1([N:5]2[CH2:11][CH2:10][C:9]3[CH:12]=[C:13]([O:16][CH:17]4[CH2:22][CH2:21][NH:20][CH2:19][CH2:18]4)[CH:14]=[CH:15][C:8]=3[CH2:7][CH2:6]2)[CH2:4][CH2:3][CH2:2]1.[CH:23]([N:26]=[C:27]=[O:28])([CH3:25])[CH3:24]. Product: [CH:23]([NH:26][C:27]([N:20]1[CH2:21][CH2:22][CH:17]([O:16][C:13]2[CH:14]=[CH:15][C:8]3[CH2:7][CH2:6][N:5]([CH:1]4[CH2:2][CH2:3][CH2:4]4)[CH2:11][CH2:10][C:9]=3[CH:12]=2)[CH2:18][CH2:19]1)=[O:28])([CH3:25])[CH3:24]. The catalyst class is: 4. (5) Reactant: [C:1]([O:4][C:5]1[CH:12]=[CH:11][C:10](I)=[CH:9][C:6]=1[CH:7]=[O:8])(=[O:3])[CH3:2].C(N(CC)CC)C.[C:21]([OH:25])(=[O:24])[CH:22]=[CH2:23].C1(C)C=CC=CC=1P(C1C=CC=CC=1C)C1C=CC=CC=1C. Product: [CH:7]([C:6]1[CH:9]=[C:10]([CH:11]=[CH:12][C:5]=1[O:4][C:1](=[O:3])[CH3:2])[CH:23]=[CH:22][C:21]([OH:25])=[O:24])=[O:8]. The catalyst class is: 524. (6) Reactant: Cl[C:2]1[N:7]=[C:6](Cl)[C:5]([F:9])=[CH:4][N:3]=1.[NH2:10][C:11]1[CH:12]=[C:13]([OH:17])[CH:14]=[CH:15][CH:16]=1.Cl. Product: [OH:17][C:13]1[CH:12]=[C:11]([NH:10][C:2]2[N:7]=[C:6]([NH:10][C:11]3[CH:16]=[CH:15][CH:14]=[C:13]([OH:17])[CH:12]=3)[C:5]([F:9])=[CH:4][N:3]=2)[CH:16]=[CH:15][CH:14]=1. The catalyst class is: 24.